Dataset: Catalyst prediction with 721,799 reactions and 888 catalyst types from USPTO. Task: Predict which catalyst facilitates the given reaction. Reactant: Br[C:2]1[CH:11]=[CH:10][C:9]2[N:8]=[CH:7][C:6]3=[N:12][N:13](C)[C:14]([C:15]4[CH:20]=[CH:19][C:18]([C:21]([CH3:25])([CH3:24])[C:22]#[N:23])=[CH:17][CH:16]=4)=[C:5]3[C:4]=2[CH:3]=1.CC1(C)C(C)(C)OB([C:35]2[CH:36]=[C:37]([NH:41][C:42](=[O:48])[O:43][C:44]([CH3:47])([CH3:46])[CH3:45])[CH:38]=[N:39][CH:40]=2)O1.[C:50]([O-])([O-])=O.[Na+].[Na+]. Product: [C:22]([C:21]([C:18]1[CH:17]=[CH:16][C:15]([C:14]2[C:5]3[C:4]4[CH:3]=[C:2]([C:35]5[CH:36]=[C:37]([NH:41][C:42](=[O:48])[O:43][C:44]([CH3:46])([CH3:45])[CH3:47])[CH:38]=[N:39][CH:40]=5)[CH:11]=[CH:10][C:9]=4[N:8]=[CH:7][C:6]=3[N:12]([CH3:50])[N:13]=2)=[CH:20][CH:19]=1)([CH3:25])[CH3:24])#[N:23]. The catalyst class is: 339.